From a dataset of Reaction yield outcomes from USPTO patents with 853,638 reactions. Predict the reaction yield, written as a fraction of the theoretical maximum amount of product (1.0 means a 100% yield; for example, 0.34 means a 34% yield). The reactants are C1CCN2[C:4](=[N:5]CCC2)CC1.[Br:12][C:13]1[C:22]2[C:17](=[CH:18][CH:19]=[CH:20][CH:21]=2)[CH:16]=[N+:15]([O-])[CH:14]=1.C([Si](C)(C)C)#N. The catalyst is C1COCC1. The product is [Br:12][C:13]1[C:22]2[C:17](=[CH:18][CH:19]=[CH:20][CH:21]=2)[C:16]([C:4]#[N:5])=[N:15][CH:14]=1. The yield is 0.820.